The task is: Regression. Given a peptide amino acid sequence and an MHC pseudo amino acid sequence, predict their binding affinity value. This is MHC class II binding data.. This data is from Peptide-MHC class II binding affinity with 134,281 pairs from IEDB. The peptide sequence is GELQIVDKIDAAFKR. The MHC is DRB4_0101 with pseudo-sequence DRB4_0103. The binding affinity (normalized) is 0.661.